Dataset: Full USPTO retrosynthesis dataset with 1.9M reactions from patents (1976-2016). Task: Predict the reactants needed to synthesize the given product. (1) The reactants are: [Br:1][C:2]1[S:3][C:4]([Cl:9])=[CH:5][C:6]=1[CH:7]=[O:8].[Cl:10][C:11]1[CH:12]=[C:13]([Mg]Br)[CH:14]=[CH:15][CH:16]=1. Given the product [Br:1][C:2]1[S:3][C:4]([Cl:9])=[CH:5][C:6]=1[CH:7]([C:15]1[CH:14]=[CH:13][CH:12]=[C:11]([Cl:10])[CH:16]=1)[OH:8], predict the reactants needed to synthesize it. (2) Given the product [NH2:11][CH2:10][C:9]1[CH:12]=[CH:13][CH:14]=[C:15]([C:16]([F:17])([F:18])[F:19])[C:8]=1[NH:7][CH:1]1[CH2:2][CH2:3][CH2:4][CH2:5][CH2:6]1, predict the reactants needed to synthesize it. The reactants are: [CH:1]1([NH:7][C:8]2[C:15]([C:16]([F:19])([F:18])[F:17])=[CH:14][CH:13]=[CH:12][C:9]=2[C:10]#[N:11])[CH2:6][CH2:5][CH2:4][CH2:3][CH2:2]1. (3) Given the product [ClH:13].[F:14][C:15]1[CH:34]=[C:33]([CH3:35])[C:32]([OH:36])=[CH:31][C:16]=1[NH:17][C:18]1[C:27]2[C:22](=[CH:23][C:24]([O:67][CH2:66][CH2:65][N:60]3[CH:64]=[N:63][CH:62]=[N:61]3)=[CH:25][CH:26]=2)[N:21]=[CH:20][N:19]=1, predict the reactants needed to synthesize it. The reactants are: N(C(OCC)=O)=NC(OCC)=O.[ClH:13].[F:14][C:15]1[CH:34]=[C:33]([CH3:35])[C:32]([O:36]C(OC)=O)=[CH:31][C:16]=1[NH:17][C:18]1[C:27]2[C:22](=[CH:23][C:24](O)=[C:25](OC)[CH:26]=2)[N:21]=[CH:20][N:19]=1.C1(P(C2C=CC=CC=2)C2C=CC=CC=2)C=CC=CC=1.[N:60]1([CH2:65][CH2:66][OH:67])[CH:64]=[N:63][CH:62]=[N:61]1. (4) Given the product [CH2:1]([O:3][C:4]([CH:6]1[CH:11]([CH3:12])[O:10][CH2:9][CH2:8][NH:7]1)=[O:5])[CH3:2], predict the reactants needed to synthesize it. The reactants are: [CH2:1]([O:3][C:4]([CH:6]1[CH:11]([CH3:12])[O:10][CH2:9][CH2:8][N:7]1CC1C=CC=CC=1)=[O:5])[CH3:2]. (5) Given the product [C:1]1([CH2:7][O:8][C:9]2[CH:14]=[CH:13][C:12]([S:15]([O:33][C:32]3[C:27]([F:26])=[C:28]([F:37])[C:29]([F:36])=[C:30]([F:35])[C:31]=3[F:34])(=[O:17])=[O:16])=[CH:11][CH:10]=2)[CH:2]=[CH:3][CH:4]=[CH:5][CH:6]=1, predict the reactants needed to synthesize it. The reactants are: [C:1]1([CH2:7][O:8][C:9]2[CH:14]=[CH:13][C:12]([S:15](Cl)(=[O:17])=[O:16])=[CH:11][CH:10]=2)[CH:6]=[CH:5][CH:4]=[CH:3][CH:2]=1.C(N(CC)CC)C.[F:26][C:27]1[C:32]([OH:33])=[C:31]([F:34])[C:30]([F:35])=[C:29]([F:36])[C:28]=1[F:37].Cl. (6) Given the product [ClH:30].[CH3:1][C:2]1[CH:3]=[C:4]([CH3:29])[C:5]2[C:6]([N:28]=1)=[N:7][N:10]1[C:11]([CH:15]3[CH2:20][CH2:19][NH:18][CH2:17][CH2:16]3)=[CH:12][C:13](=[O:14])[NH:8][C:9]=21, predict the reactants needed to synthesize it. The reactants are: [CH3:1][C:2]1[CH:3]=[C:4]([CH3:29])[C:5]2[C:6]([N:28]=1)=[N:7][N:8]1[C:13](=[O:14])[CH:12]=[C:11]([CH:15]3[CH2:20][CH2:19][N:18](C(OC(C)(C)C)=O)[CH2:17][CH2:16]3)[NH:10][C:9]=21.[ClH:30]. (7) Given the product [CH2:1]([S:3]([C:5]1[O:6][C:7]2[C:12]([C:13](=[O:17])[C:14]=1[CH2:15][O:16][CH:19]1[CH2:20][CH2:21][CH2:22][CH2:23][O:18]1)=[CH:11][CH:10]=[CH:9][CH:8]=2)=[O:4])[CH3:2], predict the reactants needed to synthesize it. The reactants are: [CH2:1]([S:3]([C:5]1[O:6][C:7]2[C:12]([C:13](=[O:17])[C:14]=1[CH2:15][OH:16])=[CH:11][CH:10]=[CH:9][CH:8]=2)=[O:4])[CH3:2].[O:18]1[CH:23]=[CH:22][CH2:21][CH2:20][CH2:19]1.C1(C)C(S(O)(=O)=O)=CC=CC=1.O.